Predict the reactants needed to synthesize the given product. From a dataset of Full USPTO retrosynthesis dataset with 1.9M reactions from patents (1976-2016). (1) Given the product [CH3:1][O:2][N:3]1[C:8]([CH3:10])([CH3:9])[CH2:7][C:6]2([NH:22][C:24](=[O:26])[NH:21][C:17]2=[O:20])[CH2:5][C:4]1([CH3:13])[CH3:12], predict the reactants needed to synthesize it. The reactants are: [CH3:1][O:2][N:3]1[C:8]([CH3:10])([CH3:9])[CH2:7][C:6](=O)[CH2:5][C:4]1([CH3:13])[CH3:12].[C-]#N.[K+].[C:17](=[O:20])([O-])[O-].[NH4+:21].[NH4+:22].O.[CH2:24]([OH:26])C. (2) Given the product [CH2:1]([O:3][C:4]([C:6]1[NH:7][C:8]([CH3:21])=[C:9]([C:12]2[CH:13]=[CH:14][C:15]([C:18](=[O:20])[NH:34][CH2:33][C:32]3[CH:35]=[CH:36][C:29]([CH3:28])=[CH:30][CH:31]=3)=[CH:16][CH:17]=2)[C:10]=1[CH3:11])=[O:5])[CH3:2], predict the reactants needed to synthesize it. The reactants are: [CH2:1]([O:3][C:4]([C:6]1[NH:7][C:8]([CH3:21])=[C:9]([C:12]2[CH:17]=[CH:16][C:15]([C:18]([OH:20])=O)=[CH:14][CH:13]=2)[C:10]=1[CH3:11])=[O:5])[CH3:2].C(Cl)(=O)C(Cl)=O.[CH3:28][C:29]1[CH:36]=[CH:35][C:32]([CH2:33][NH2:34])=[CH:31][CH:30]=1.C(=O)(O)[O-].[Na+]. (3) Given the product [CH:15]([C@H:9]1[CH2:10][CH2:11][CH2:12][C@H:13]([CH3:14])[NH:8]1)=[CH:16][CH2:17][CH2:18][CH3:19], predict the reactants needed to synthesize it. The reactants are: C([N:8]1[C@@H:13]([CH3:14])[CH2:12][CH2:11][CH2:10][C@@H:9]1[CH:15]=[CH:16][CH2:17][CH2:18][CH3:19])(OC(C)(C)C)=O. (4) Given the product [C:1]([O:5][C:6](=[O:21])[NH:7][C:8]1[S:9][C:10]([C:13]2([OH:20])[CH2:18][CH2:17][CH:16]([N:22]3[CH2:25][CH:24]([NH:26][C:27](=[O:28])[CH2:29][NH:30][C:31](=[O:42])[C:32]4[CH:37]=[CH:36][CH:35]=[C:34]([C:38]([F:40])([F:41])[F:39])[CH:33]=4)[CH2:23]3)[CH2:15][CH2:14]2)=[CH:11][N:12]=1)([CH3:4])([CH3:3])[CH3:2], predict the reactants needed to synthesize it. The reactants are: [C:1]([O:5][C:6](=[O:21])[NH:7][C:8]1[S:9][C:10]([C:13]2([OH:20])[CH2:18][CH2:17][C:16](=O)[CH2:15][CH2:14]2)=[CH:11][N:12]=1)([CH3:4])([CH3:3])[CH3:2].[NH:22]1[CH2:25][CH:24]([NH:26][C:27]([CH2:29][NH:30][C:31](=[O:42])[C:32]2[CH:37]=[CH:36][CH:35]=[C:34]([C:38]([F:41])([F:40])[F:39])[CH:33]=2)=[O:28])[CH2:23]1. (5) Given the product [Cl:1][C:2]1[N:3]=[C:4]([C:9]2[CH:14]=[CH:13][C:12]([F:15])=[C:11]([Cl:16])[CH:10]=2)[CH:5]=[C:6]([N:33]2[CH2:34][CH2:35][N:30]([C:25]3[C:24]([C:23]([F:37])([F:22])[F:36])=[CH:29][CH:28]=[CH:27][N:26]=3)[CH2:31][CH2:32]2)[N:7]=1, predict the reactants needed to synthesize it. The reactants are: [Cl:1][C:2]1[N:7]=[C:6](Cl)[CH:5]=[C:4]([C:9]2[CH:14]=[CH:13][C:12]([F:15])=[C:11]([Cl:16])[CH:10]=2)[N:3]=1.C(=O)(O)[O-].[Na+].[F:22][C:23]([F:37])([F:36])[C:24]1[C:25]([N:30]2[CH2:35][CH2:34][NH:33][CH2:32][CH2:31]2)=[N:26][CH:27]=[CH:28][CH:29]=1. (6) Given the product [F:14][C:9]1[CH:10]=[CH:11][CH:12]=[CH:13][C:8]=1[C:6]1[CH:5]=[N:4][CH:3]=[C:2]([B:15]2[O:19][C:18]([CH3:21])([CH3:20])[C:17]([CH3:23])([CH3:22])[O:16]2)[CH:7]=1, predict the reactants needed to synthesize it. The reactants are: Br[C:2]1[CH:3]=[N:4][CH:5]=[C:6]([C:8]2[CH:13]=[CH:12][CH:11]=[CH:10][C:9]=2[F:14])[CH:7]=1.[B:15]1([B:15]2[O:19][C:18]([CH3:21])([CH3:20])[C:17]([CH3:23])([CH3:22])[O:16]2)[O:19][C:18]([CH3:21])([CH3:20])[C:17]([CH3:23])([CH3:22])[O:16]1.CC([O-])=O.[K+].